This data is from NCI-60 drug combinations with 297,098 pairs across 59 cell lines. The task is: Regression. Given two drug SMILES strings and cell line genomic features, predict the synergy score measuring deviation from expected non-interaction effect. (1) Drug 1: CC1C(C(=O)NC(C(=O)N2CCCC2C(=O)N(CC(=O)N(C(C(=O)O1)C(C)C)C)C)C(C)C)NC(=O)C3=C4C(=C(C=C3)C)OC5=C(C(=O)C(=C(C5=N4)C(=O)NC6C(OC(=O)C(N(C(=O)CN(C(=O)C7CCCN7C(=O)C(NC6=O)C(C)C)C)C)C(C)C)C)N)C. Drug 2: CCC1(CC2CC(C3=C(CCN(C2)C1)C4=CC=CC=C4N3)(C5=C(C=C6C(=C5)C78CCN9C7C(C=CC9)(C(C(C8N6C)(C(=O)OC)O)OC(=O)C)CC)OC)C(=O)OC)O.OS(=O)(=O)O. Cell line: MCF7. Synergy scores: CSS=-1.80, Synergy_ZIP=1.47, Synergy_Bliss=4.40, Synergy_Loewe=0.302, Synergy_HSA=0.786. (2) Drug 1: CC1OCC2C(O1)C(C(C(O2)OC3C4COC(=O)C4C(C5=CC6=C(C=C35)OCO6)C7=CC(=C(C(=C7)OC)O)OC)O)O. Drug 2: CC(C)CN1C=NC2=C1C3=CC=CC=C3N=C2N. Cell line: SF-295. Synergy scores: CSS=42.9, Synergy_ZIP=-1.64, Synergy_Bliss=-2.99, Synergy_Loewe=-4.89, Synergy_HSA=-2.30. (3) Drug 1: CC=C1C(=O)NC(C(=O)OC2CC(=O)NC(C(=O)NC(CSSCCC=C2)C(=O)N1)C(C)C)C(C)C. Drug 2: CC1C(C(CC(O1)OC2CC(OC(C2O)C)OC3=CC4=CC5=C(C(=O)C(C(C5)C(C(=O)C(C(C)O)O)OC)OC6CC(C(C(O6)C)O)OC7CC(C(C(O7)C)O)OC8CC(C(C(O8)C)O)(C)O)C(=C4C(=C3C)O)O)O)O. Cell line: COLO 205. Synergy scores: CSS=86.7, Synergy_ZIP=2.78, Synergy_Bliss=-0.254, Synergy_Loewe=-40.7, Synergy_HSA=-6.21. (4) Drug 1: C1CCC(CC1)NC(=O)N(CCCl)N=O. Drug 2: CC1CCCC2(C(O2)CC(NC(=O)CC(C(C(=O)C(C1O)C)(C)C)O)C(=CC3=CSC(=N3)C)C)C. Cell line: OVCAR-5. Synergy scores: CSS=7.35, Synergy_ZIP=-2.55, Synergy_Bliss=-3.29, Synergy_Loewe=-7.70, Synergy_HSA=-5.53.